Regression. Given two drug SMILES strings and cell line genomic features, predict the synergy score measuring deviation from expected non-interaction effect. From a dataset of NCI-60 drug combinations with 297,098 pairs across 59 cell lines. Drug 1: CC1OCC2C(O1)C(C(C(O2)OC3C4COC(=O)C4C(C5=CC6=C(C=C35)OCO6)C7=CC(=C(C(=C7)OC)O)OC)O)O. Drug 2: C1CCC(CC1)NC(=O)N(CCCl)N=O. Cell line: HL-60(TB). Synergy scores: CSS=79.2, Synergy_ZIP=8.19, Synergy_Bliss=7.98, Synergy_Loewe=-0.266, Synergy_HSA=10.6.